Dataset: Reaction yield outcomes from USPTO patents with 853,638 reactions. Task: Predict the reaction yield, written as a fraction of the theoretical maximum amount of product (1.0 means a 100% yield; for example, 0.34 means a 34% yield). (1) The reactants are Cl.[F:2][C:3]1[CH:4]=[C:5]([CH:9]=[CH:10][CH:11]=1)[C:6]([NH2:8])=[NH:7].[CH2:12]([O:14][C:15](=[O:24])[C:16](=[CH:20]N(C)C)[C:17](=O)[CH3:18])[CH3:13]. The catalyst is CCO. The product is [CH2:12]([O:14][C:15]([C:16]1[C:17]([CH3:18])=[N:7][C:6]([C:5]2[CH:9]=[CH:10][CH:11]=[C:3]([F:2])[CH:4]=2)=[N:8][CH:20]=1)=[O:24])[CH3:13]. The yield is 0.990. (2) The reactants are [NH2:1][C:2]1[CH:7]=[CH:6][C:5]([C:8](=[O:10])[CH3:9])=[C:4]([OH:11])[C:3]=1[CH3:12].I[CH2:14][C:15]1[CH:20]=[CH:19][C:18]([CH:21]([O:30][CH:31]2[CH2:36][CH2:35][CH2:34][CH2:33][O:32]2)[C:22]2[CH:23]=[C:24]([CH:27]=[CH:28][CH:29]=2)[C:25]#[N:26])=[CH:17][CH:16]=1.C([O-])([O-])=O.[K+].[K+]. The catalyst is CN(C=O)C. The product is [C:8]([C:5]1[CH:6]=[CH:7][C:2]([NH:1][CH2:14][C:15]2[CH:16]=[CH:17][C:18]([CH:21]([O:30][CH:31]3[CH2:36][CH2:35][CH2:34][CH2:33][O:32]3)[C:22]3[CH:23]=[C:24]([CH:27]=[CH:28][CH:29]=3)[C:25]#[N:26])=[CH:19][CH:20]=2)=[C:3]([CH3:12])[C:4]=1[OH:11])(=[O:10])[CH3:9]. The yield is 0.640. (3) The reactants are [OH-].[Na+].C([O:5][C:6](=[O:35])[CH2:7][N:8]1[C:21]2[C:12](=[C:13]3[C:18](=[CH:19][C:20]=2[O:22][CH2:23][CH2:24][CH3:25])[CH2:17][CH2:16][CH2:15][O:14]3)[C:11](=[O:26])[C:10]([C:27]2[CH:32]=[CH:31][C:30]([O:33][CH3:34])=[CH:29][CH:28]=2)=[CH:9]1)C. The catalyst is C(O)C. The product is [CH3:34][O:33][C:30]1[CH:31]=[CH:32][C:27]([C:10]2[C:11](=[O:26])[C:12]3[C:21](=[C:20]([O:22][CH2:23][CH2:24][CH3:25])[CH:19]=[C:18]4[C:13]=3[O:14][CH2:15][CH2:16][CH2:17]4)[N:8]([CH2:7][C:6]([OH:35])=[O:5])[CH:9]=2)=[CH:28][CH:29]=1. The yield is 0.880. (4) The reactants are [F:1][C:2]1[CH:7]=[CH:6][C:5]([F:8])=[CH:4][C:3]=1[C@H:9]1[CH2:13][CH2:12][CH2:11][N:10]1[C:14]1[CH:15]=[CH:16][C:17]2[N:18]([C:20]([NH2:23])=[CH:21][N:22]=2)[N:19]=1.[CH3:24][S:25]([NH:28][C:29]1[CH:37]=[CH:36][C:32]([C:33](O)=[O:34])=[CH:31][CH:30]=1)(=[O:27])=[O:26].CN(C=O)C.CCN(C(C)C)C(C)C. The catalyst is CCOC(C)=O. The product is [F:1][C:2]1[CH:7]=[CH:6][C:5]([F:8])=[CH:4][C:3]=1[C@H:9]1[CH2:13][CH2:12][CH2:11][N:10]1[C:14]1[CH:15]=[CH:16][C:17]2[N:18]([C:20]([NH:23][C:33](=[O:34])[C:32]3[CH:36]=[CH:37][C:29]([NH:28][S:25]([CH3:24])(=[O:27])=[O:26])=[CH:30][CH:31]=3)=[CH:21][N:22]=2)[N:19]=1. The yield is 0.270.